From a dataset of Forward reaction prediction with 1.9M reactions from USPTO patents (1976-2016). Predict the product of the given reaction. (1) Given the reactants [O:1]1[C:6]2[CH:7]=[C:8]([OH:11])[CH:9]=[CH:10][C:5]=2[CH2:4][O:3][CH2:2]1.CC1C=C(O)C=CC=1C.[O:21]1[CH2:25][CH2:24][CH2:23][C@@H:22]1[CH2:26][N:27]1[C:35]2[C:30](=[CH:31][CH:32]=[CH:33][CH:34]=2)[C:29](=[O:36])[C:28]1=[O:37].C1(C(C2C=CC=CC=2)N2C3C(=CC=CC=3)C(=O)C2=O)C=CC=CC=1, predict the reaction product. The product is: [OH:36][C:29]1([C:9]2[C:8]([OH:11])=[CH:7][C:6]3[O:1][CH2:2][O:3][CH2:4][C:5]=3[CH:10]=2)[C:30]2[C:35](=[CH:34][CH:33]=[CH:32][CH:31]=2)[N:27]([CH2:26][C@H:22]2[CH2:23][CH2:24][CH2:25][O:21]2)[C:28]1=[O:37]. (2) Given the reactants Cl[C:2]1[C:3]2[C:4](=[CH:20][N:21](CC3C=CC(OC)=CC=3)[N:22]=2)[N:5]=[C:6]([C:8]2[CH:13]=[CH:12][CH:11]=[C:10]([C:14]3[CH:15]=[N:16][CH:17]=[CH:18][CH:19]=3)[CH:9]=2)[N:7]=1.[CH:32]1([C:35]2[NH:39][N:38]=[C:37]([NH2:40])[CH:36]=2)[CH2:34][CH2:33]1.Cl, predict the reaction product. The product is: [CH:32]1([C:35]2[NH:39][N:38]=[C:37]([NH:40][C:2]3[C:3]4[NH:22][N:21]=[CH:20][C:4]=4[N:5]=[C:6]([C:8]4[CH:13]=[CH:12][CH:11]=[C:10]([C:14]5[CH:15]=[N:16][CH:17]=[CH:18][CH:19]=5)[CH:9]=4)[N:7]=3)[CH:36]=2)[CH2:34][CH2:33]1. (3) Given the reactants [NH2:1][C:2]1[C:7]([CH3:8])=[CH:6][C:5]([OH:9])=[C:4]([CH3:10])[CH:3]=1.COC(OC)OC.[C:18]1([CH3:28])C=CC(S(O)(=O)=O)=CC=1.[CH3:29][NH:30][CH2:31]C, predict the reaction product. The product is: [CH2:18]([N:30]([CH3:31])[CH:29]=[N:1][C:2]1[CH:3]=[C:4]([CH3:10])[C:5]([OH:9])=[CH:6][C:7]=1[CH3:8])[CH3:28]. (4) Given the reactants [C:1]([O:5][C:6]([NH:8][C@H:9]([C:11]1[C:20]([C:21]([O:23]CC)=[O:22])=[CH:19][C:18]2[C:13](=[C:14]([F:26])[CH:15]=[CH:16][CH:17]=2)[N:12]=1)[CH3:10])=[O:7])([CH3:4])([CH3:3])[CH3:2].O.[OH-].[Li+].C(O)(=O)C, predict the reaction product. The product is: [C:1]([O:5][C:6]([NH:8][C@H:9]([C:11]1[C:20]([C:21]([OH:23])=[O:22])=[CH:19][C:18]2[C:13](=[C:14]([F:26])[CH:15]=[CH:16][CH:17]=2)[N:12]=1)[CH3:10])=[O:7])([CH3:2])([CH3:3])[CH3:4].